Dataset: Reaction yield outcomes from USPTO patents with 853,638 reactions. Task: Predict the reaction yield, written as a fraction of the theoretical maximum amount of product (1.0 means a 100% yield; for example, 0.34 means a 34% yield). The reactants are [CH3:1][C:2]1[NH:6][N:5]=[C:4]([NH2:7])[CH:3]=1.[C:8]1(=O)[O:13][C:11](=[O:12])[C:10]2=[CH:14][CH:15]=[CH:16][CH:17]=[C:9]12. The catalyst is O1CCOCC1. The product is [CH3:1][C:2]1[NH:6][N:5]=[C:4]([N:7]2[C:11](=[O:12])[C:10]3[C:9](=[CH:17][CH:16]=[CH:15][CH:14]=3)[C:8]2=[O:13])[CH:3]=1. The yield is 0.860.